Dataset: Forward reaction prediction with 1.9M reactions from USPTO patents (1976-2016). Task: Predict the product of the given reaction. (1) Given the reactants [C:1]([NH:4][NH2:5])(=[O:3])[CH3:2].[F:6][C:7]1[CH:16]=[C:15]2[C:10]([CH:11]=[CH:12][CH:13]=[N:14]2)=[CH:9][C:8]=1[CH2:17][C:18]1[N:22]2[N:23]=[C:24]([C:27](=O)[CH3:28])[CH:25]=[CH:26][C:21]2=[N:20][CH:19]=1, predict the reaction product. The product is: [F:6][C:7]1[CH:16]=[C:15]2[C:10]([CH:11]=[CH:12][CH:13]=[N:14]2)=[CH:9][C:8]=1[CH2:17][C:18]1[N:22]2[N:23]=[C:24](/[C:27](=[N:5]/[NH:4][C:1](=[O:3])[CH3:2])/[CH3:28])[CH:25]=[CH:26][C:21]2=[N:20][CH:19]=1. (2) Given the reactants [CH3:1][C:2]1([C:18]2[CH:23]=[CH:22][CH:21]=[C:20]([C:24]3[N:25]=[N:26][NH:27][C:28]=3[Si](C)(C)C)[CH:19]=2)[CH:7]2[CH:3]1[CH2:4][N:5]([CH2:9][CH2:10][CH2:11][C:12]1[CH:17]=[CH:16][CH:15]=[CH:14][CH:13]=1)[C:6]2=[O:8].[F-].[K+].S(=O)(=O)(O)O, predict the reaction product. The product is: [CH3:1][C:2]1([C:18]2[CH:23]=[CH:22][CH:21]=[C:20]([C:24]3[NH:25][N:26]=[N:27][CH:28]=3)[CH:19]=2)[CH:7]2[CH:3]1[CH2:4][N:5]([CH2:9][CH2:10][CH2:11][C:12]1[CH:17]=[CH:16][CH:15]=[CH:14][CH:13]=1)[C:6]2=[O:8]. (3) Given the reactants C(OC([N:8]([CH2:41][C:42]([O:44]C(C)(C)C)=[O:43])[C:9]1[CH:14]=[CH:13][CH:12]=[C:11]([CH:15]([S:31]([C:34]2[CH:39]=[CH:38][CH:37]=[CH:36][C:35]=2[F:40])(=[O:33])=[O:32])[NH:16][CH2:17][C:18]2[CH:23]=[CH:22][C:21]([C:24]([CH3:30])([CH3:29])[CH2:25][CH2:26][CH2:27][CH3:28])=[CH:20][CH:19]=2)[N:10]=1)=O)(C)(C)C.FC(F)(F)C(O)=O, predict the reaction product. The product is: [F:40][C:35]1[CH:36]=[CH:37][CH:38]=[CH:39][C:34]=1[S:31]([CH:15]([NH:16][CH2:17][C:18]1[CH:23]=[CH:22][C:21]([C:24]([CH3:29])([CH3:30])[CH2:25][CH2:26][CH2:27][CH3:28])=[CH:20][CH:19]=1)[C:11]1[N:10]=[C:9]([NH:8][CH2:41][C:42]([OH:44])=[O:43])[CH:14]=[CH:13][CH:12]=1)(=[O:33])=[O:32]. (4) Given the reactants [CH3:1][NH:2][C:3](=O)[CH2:4][CH:5]([C:12]1[CH:20]=[C:19]2[C:15]([CH:16]=[CH:17][N:18]2[CH3:21])=[CH:14][CH:13]=1)[C:6]1[CH:11]=[CH:10][CH:9]=[CH:8][CH:7]=1.N1C2C(=CC=CC=2C(C2C=CC=CC=2)CCNC)C=C1, predict the reaction product. The product is: [CH3:1][NH:2][CH2:3][CH2:4][CH:5]([C:12]1[CH:20]=[C:19]2[C:15]([CH:16]=[CH:17][N:18]2[CH3:21])=[CH:14][CH:13]=1)[C:6]1[CH:7]=[CH:8][CH:9]=[CH:10][CH:11]=1. (5) Given the reactants [Br:1][C:2]1[CH:7]=[CH:6][C:5](I)=[CH:4][C:3]=1[O:9][CH3:10].C([Li])CCC.[C:16]1(=[O:20])[CH2:19][CH2:18][CH2:17]1, predict the reaction product. The product is: [Br:1][C:2]1[CH:7]=[CH:6][C:5]([C:16]2([OH:20])[CH2:19][CH2:18][CH2:17]2)=[CH:4][C:3]=1[O:9][CH3:10]. (6) Given the reactants [NH:1]1[C:11]2[C:6](=[CH:7][CH:8]=[CH:9][CH:10]=2)[C:4](=O)[C:2]1=[O:3].[NH2:12][C:13]1[CH:14]=[C:15]2[C:19](=[CH:20][CH:21]=1)[NH:18][N:17]=[CH:16]2, predict the reaction product. The product is: [NH:18]1[C:19]2[C:15](=[CH:14][C:13]([N:12]=[C:4]3[C:6]4[C:11](=[CH:10][CH:9]=[CH:8][CH:7]=4)[NH:1][C:2]3=[O:3])=[CH:21][CH:20]=2)[CH:16]=[N:17]1.